From a dataset of Forward reaction prediction with 1.9M reactions from USPTO patents (1976-2016). Predict the product of the given reaction. (1) Given the reactants [F:1][C:2]1[C:10]2[NH:9][N:8]=[CH:7][C:6]=2[C:5]([CH:11]=[O:12])=[CH:4][CH:3]=1.[H-].[Na+].[C:15]1([S:21](Cl)(=[O:23])=[O:22])[CH:20]=[CH:19][CH:18]=[CH:17][CH:16]=1, predict the reaction product. The product is: [C:15]1([S:21]([N:9]2[C:10]3[C:2]([F:1])=[CH:3][CH:4]=[C:5]([CH:11]=[O:12])[C:6]=3[CH:7]=[N:8]2)(=[O:23])=[O:22])[CH:20]=[CH:19][CH:18]=[CH:17][CH:16]=1. (2) The product is: [C:1]([CH2:3][C:4]1([CH2:17][N:18]([C@@H:25]2[CH2:27][C@H:26]2[C:28]2[CH:33]=[CH:32][CH:31]=[CH:30][CH:29]=2)[C:19](=[O:24])[C:20]([F:23])([F:21])[F:22])[CH2:9][CH2:8][NH:7][CH2:6][CH2:5]1)#[N:2]. Given the reactants [C:1]([CH2:3][C:4]1([CH2:17][N:18]([C@@H:25]2[CH2:27][C@H:26]2[C:28]2[CH:33]=[CH:32][CH:31]=[CH:30][CH:29]=2)[C:19](=[O:24])[C:20]([F:23])([F:22])[F:21])[CH2:9][CH2:8][N:7](C(OC(C)(C)C)=O)[CH2:6][CH2:5]1)#[N:2].Cl.O1CCOCC1, predict the reaction product. (3) Given the reactants [OH:1][C@H:2]1[CH2:7][CH2:6][CH2:5][C@@H:4]([C:8]([O:10][CH:11]([CH3:13])[CH3:12])=[O:9])[CH2:3]1.[Si:14](Cl)([C:27]([CH3:30])([CH3:29])[CH3:28])([C:21]1[CH:26]=[CH:25][CH:24]=[CH:23][CH:22]=1)[C:15]1[CH:20]=[CH:19][CH:18]=[CH:17][CH:16]=1.N1C=CN=C1.CN(C1C=CC=CN=1)C, predict the reaction product. The product is: [Si:14]([O:1][C@H:2]1[CH2:7][CH2:6][CH2:5][C@@H:4]([C:8]([O:10][CH:11]([CH3:13])[CH3:12])=[O:9])[CH2:3]1)([C:27]([CH3:30])([CH3:29])[CH3:28])([C:21]1[CH:22]=[CH:23][CH:24]=[CH:25][CH:26]=1)[C:15]1[CH:20]=[CH:19][CH:18]=[CH:17][CH:16]=1. (4) Given the reactants [CH2:1]([O:3][C:4](=[O:20])[C:5]#[C:6][C:7]1[S:11][C:10]([NH:12]C(OC(C)(C)C)=O)=[N:9][CH:8]=1)[CH3:2].FC(F)(F)C(O)=O.C(=O)(O)[O-], predict the reaction product. The product is: [CH2:1]([O:3][C:4](=[O:20])[C:5]#[C:6][C:7]1[S:11][C:10]([NH2:12])=[N:9][CH:8]=1)[CH3:2]. (5) The product is: [F:34][C:35]1[C:36]([F:53])=[CH:37][C:38]2[O:52][CH2:51][C:41]3([C:49]4[C:44](=[CH:45][CH:46]=[CH:47][CH:48]=4)[N:43]([CH2:12][CH:13]4[CH2:14][CH2:15][N:16]([C:19]([O:21][C:22]([CH3:23])([CH3:24])[CH3:25])=[O:20])[CH2:17][CH2:18]4)[C:42]3=[O:50])[C:39]=2[CH:40]=1. Given the reactants S(O[CH2:12][CH:13]1[CH2:18][CH2:17][N:16]([C:19]([O:21][C:22]([CH3:25])([CH3:24])[CH3:23])=[O:20])[CH2:15][CH2:14]1)(C1C=CC(C)=CC=1)(=O)=O.BrCC1CCCCO1.[F:34][C:35]1[C:36]([F:53])=[CH:37][C:38]2[O:52][CH2:51][C:41]3([C:49]4[C:44](=[CH:45][CH:46]=[CH:47][CH:48]=4)[NH:43][C:42]3=[O:50])[C:39]=2[CH:40]=1, predict the reaction product. (6) Given the reactants CO[C:3]([C:5]1[N:6]=[C:7]([C:23]#[N:24])[C:8]2[C:13]([C:14]=1[OH:15])=[CH:12][CH:11]=[C:10]([O:16][C:17]1[CH:22]=[CH:21][CH:20]=[CH:19][CH:18]=1)[CH:9]=2)=[O:4].[NH2:25][C@H:26]([C:31]1[CH:36]=[CH:35][CH:34]=[CH:33][C:32]=1[F:37])[CH2:27][C:28]([OH:30])=[O:29].C[O-].[Na+].Cl, predict the reaction product. The product is: [C:23]([C:7]1[C:8]2[C:13](=[CH:12][CH:11]=[C:10]([O:16][C:17]3[CH:22]=[CH:21][CH:20]=[CH:19][CH:18]=3)[CH:9]=2)[C:14]([OH:15])=[C:5]([C:3]([NH:25][C@H:26]([C:31]2[CH:36]=[CH:35][CH:34]=[CH:33][C:32]=2[F:37])[CH2:27][C:28]([OH:30])=[O:29])=[O:4])[N:6]=1)#[N:24]. (7) Given the reactants [C:1]([C:5]1[C:6]([O:20][CH3:21])=[C:7]([NH2:19])[CH:8]=[C:9]([C:11]2[C:12]([O:17][CH3:18])=[N:13][CH:14]=[CH:15][CH:16]=2)[CH:10]=1)([CH3:4])([CH3:3])[CH3:2].[CH2:22]([O:29][C:30]1[CH:38]=[CH:37][C:33]([C:34](O)=[O:35])=[CH:32][C:31]=1F)[C:23]1[CH:28]=[CH:27][CH:26]=[CH:25][CH:24]=1.CN(C(ON1N=NC2C=CC=NC1=2)=[N+](C)C)C.[F:57][P-](F)(F)(F)(F)F.CCN(C(C)C)C(C)C, predict the reaction product. The product is: [CH2:22]([O:29][C:30]1[CH:38]=[CH:37][C:33]([C:34]([NH:19][C:7]2[CH:8]=[C:9]([C:11]3[C:12]([O:17][CH3:18])=[N:13][CH:14]=[CH:15][CH:16]=3)[CH:10]=[C:5]([C:1]([CH3:4])([CH3:2])[CH3:3])[C:6]=2[O:20][CH3:21])=[O:35])=[C:32]([F:57])[CH:31]=1)[C:23]1[CH:28]=[CH:27][CH:26]=[CH:25][CH:24]=1. (8) Given the reactants [N:1]([CH2:4][C@:5]1([F:18])[CH2:10][CH2:9][CH2:8][N:7]([C:11]([O:13][C:14]([CH3:17])([CH3:16])[CH3:15])=[O:12])[CH2:6]1)=[N+]=[N-], predict the reaction product. The product is: [NH2:1][CH2:4][C@:5]1([F:18])[CH2:10][CH2:9][CH2:8][N:7]([C:11]([O:13][C:14]([CH3:16])([CH3:15])[CH3:17])=[O:12])[CH2:6]1. (9) Given the reactants C1C=CC(P(C2C(C3C(P(C4C=CC=CC=4)C4C=CC=CC=4)=CC=C4C=3C=CC=C4)=C3C(C=CC=C3)=CC=2)C2C=CC=CC=2)=CC=1.[Br:47][C:48]1[CH:49]=[C:50]2[C:54](=[CH:55][C:56]=1Br)[C:53]([CH3:59])([CH3:58])[CH2:52][C:51]2([CH3:61])[CH3:60].C(=[NH:75])(C1C=CC=CC=1)C1C=CC=CC=1.CC(C)([O-])C.[Na+], predict the reaction product. The product is: [Br:47][C:48]1[CH:49]=[C:50]2[C:54]([C:53]([CH3:59])([CH3:58])[CH2:52][C:51]2([CH3:61])[CH3:60])=[CH:55][C:56]=1[NH2:75].